Task: Predict the reaction yield, written as a fraction of the theoretical maximum amount of product (1.0 means a 100% yield; for example, 0.34 means a 34% yield).. Dataset: Reaction yield outcomes from USPTO patents with 853,638 reactions (1) The reactants are [C:1]([C:4]1[S:5][C:6]2[CH:7]([CH2:24][C:25]([OH:27])=O)[CH2:8][O:9][C:10]3[CH:17]=[CH:16][C:15]([C:18]#[C:19][C:20]([OH:23])([CH3:22])[CH3:21])=[CH:14][C:11]=3[C:12]=2[N:13]=1)(=[O:3])[NH2:2].Cl.[CH3:29][NH:30][CH3:31].C1C=CC2N(O)N=NC=2C=1.CCN=C=NCCCN(C)C.CCN(C(C)C)C(C)C. The product is [CH3:29][N:30]([CH3:31])[C:25]([CH2:24][CH:7]1[C:6]2[S:5][C:4]([C:1]([NH2:2])=[O:3])=[N:13][C:12]=2[C:11]2[CH:14]=[C:15]([C:18]#[C:19][C:20]([OH:23])([CH3:21])[CH3:22])[CH:16]=[CH:17][C:10]=2[O:9][CH2:8]1)=[O:27]. The yield is 0.460. The catalyst is C(Cl)Cl. (2) The reactants are [OH:1][CH2:2][CH:3]([NH:9][C:10](=[O:16])[O:11][C:12]([CH3:15])([CH3:14])[CH3:13])[C:4]([O:7][CH3:8])([CH3:6])[CH3:5].C(=O)([O-])[OH:18].[Na+].[Br-].[K+].Cl[O-].[Na+]. The catalyst is CC(C)=O. The product is [C:12]([O:11][C:10]([NH:9][CH:3]([C:4]([O:7][CH3:8])([CH3:5])[CH3:6])[C:2]([OH:18])=[O:1])=[O:16])([CH3:15])([CH3:14])[CH3:13]. The yield is 0.820.